This data is from NCI-60 drug combinations with 297,098 pairs across 59 cell lines. The task is: Regression. Given two drug SMILES strings and cell line genomic features, predict the synergy score measuring deviation from expected non-interaction effect. (1) Drug 1: C1CCC(CC1)NC(=O)N(CCCl)N=O. Drug 2: C1CN(P(=O)(OC1)NCCCl)CCCl. Cell line: PC-3. Synergy scores: CSS=4.62, Synergy_ZIP=-5.04, Synergy_Bliss=-7.94, Synergy_Loewe=-19.6, Synergy_HSA=-8.83. (2) Drug 1: C1CN1P(=S)(N2CC2)N3CC3. Drug 2: CN1C2=C(C=C(C=C2)N(CCCl)CCCl)N=C1CCCC(=O)O.Cl. Cell line: ACHN. Synergy scores: CSS=25.7, Synergy_ZIP=1.45, Synergy_Bliss=1.94, Synergy_Loewe=-27.7, Synergy_HSA=-0.696. (3) Drug 1: C1=CC(=CC=C1CCCC(=O)O)N(CCCl)CCCl. Drug 2: CC1C(C(CC(O1)OC2CC(CC3=C2C(=C4C(=C3O)C(=O)C5=C(C4=O)C(=CC=C5)OC)O)(C(=O)CO)O)N)O.Cl. Cell line: KM12. Synergy scores: CSS=33.4, Synergy_ZIP=-1.25, Synergy_Bliss=-2.43, Synergy_Loewe=-13.0, Synergy_HSA=0.609. (4) Drug 1: CC1=C2C(C(=O)C3(C(CC4C(C3C(C(C2(C)C)(CC1OC(=O)C(C(C5=CC=CC=C5)NC(=O)OC(C)(C)C)O)O)OC(=O)C6=CC=CC=C6)(CO4)OC(=O)C)OC)C)OC. Drug 2: C1=CC=C(C=C1)NC(=O)CCCCCCC(=O)NO. Cell line: SR. Synergy scores: CSS=73.3, Synergy_ZIP=1.22, Synergy_Bliss=-1.94, Synergy_Loewe=-4.13, Synergy_HSA=-0.128.